From a dataset of Full USPTO retrosynthesis dataset with 1.9M reactions from patents (1976-2016). Predict the reactants needed to synthesize the given product. (1) Given the product [NH2:23][C:2]([CH3:22])([CH3:1])[CH2:3][C:4]1[CH:5]=[CH:6][C:7]([S:10]([C:13]2[CH:14]=[C:15]([CH:19]=[CH:20][CH:21]=2)[C:16]([OH:18])=[O:17])(=[O:11])=[O:12])=[CH:8][CH:9]=1, predict the reactants needed to synthesize it. The reactants are: [CH3:1][C:2]([NH:23]C(=O)C(F)(F)F)([CH3:22])[CH2:3][C:4]1[CH:9]=[CH:8][C:7]([S:10]([C:13]2[CH:14]=[C:15]([CH:19]=[CH:20][CH:21]=2)[C:16]([OH:18])=[O:17])(=[O:12])=[O:11])=[CH:6][CH:5]=1.[OH-].[Na+]. (2) Given the product [Br:15][C:16]1[CH:23]=[CH:22][C:21]([O:24][C:2]2[CH:9]=[CH:8][C:5]([C:6]#[N:7])=[C:4]([O:10][CH2:11][CH:12]([F:14])[F:13])[N:3]=2)=[CH:20][C:17]=1[CH:18]=[O:19], predict the reactants needed to synthesize it. The reactants are: Cl[C:2]1[CH:9]=[CH:8][C:5]([C:6]#[N:7])=[C:4]([O:10][CH2:11][CH:12]([F:14])[F:13])[N:3]=1.[Br:15][C:16]1[CH:23]=[CH:22][C:21]([OH:24])=[CH:20][C:17]=1[CH:18]=[O:19].C([O-])([O-])=O.[K+].[K+]. (3) The reactants are: CS(Cl)(=O)=[O:3].[C:6]([NH:13][CH:14]([CH2:17][OH:18])[CH2:15][OH:16])([O:8][C:9]([CH3:12])([CH3:11])[CH3:10])=[O:7].C(N(CC)CC)C. Given the product [C:17]([O-:18])(=[O:3])[CH3:14].[C:6]([NH:13][CH:14]([CH2:15][OH:16])[CH2:17][OH:18])([O:8][C:9]([CH3:11])([CH3:12])[CH3:10])=[O:7], predict the reactants needed to synthesize it. (4) Given the product [OH:8][N:9]1[C:15](=[O:16])[N:14]2[CH2:17][C@H:10]1[CH2:11][CH2:12][C@H:13]2[C:18]([NH:20][NH:21][C:22](=[O:29])[C:23]1[CH:28]=[CH:27][CH:26]=[CH:25][N:24]=1)=[O:19], predict the reactants needed to synthesize it. The reactants are: C([O:8][N:9]1[C:15](=[O:16])[N:14]2[CH2:17][C@H:10]1[CH2:11][CH2:12][C@H:13]2[C:18]([NH:20][NH:21][C:22](=[O:29])[C:23]1[CH:28]=[CH:27][CH:26]=[CH:25][N:24]=1)=[O:19])C1C=CC=CC=1. (5) Given the product [F:13][C:14]([F:19])([F:18])[C:15]([NH:1][C:2]1[CH:3]=[C:4]([CH:8]=[CH:9][C:10]=1[O:11][CH3:12])[C:5]([O:7][C:24]1[CH:25]=[C:26]([O:30][CH3:31])[C:27]([O:28][CH3:29])=[C:22]([O:21][CH3:20])[CH:23]=1)=[O:6])=[O:16], predict the reactants needed to synthesize it. The reactants are: [NH2:1][C:2]1[CH:3]=[C:4]([CH:8]=[CH:9][C:10]=1[O:11][CH3:12])[C:5]([OH:7])=[O:6].[F:13][C:14]([F:19])([F:18])[C:15](Cl)=[O:16].[CH3:20][O:21][C:22]1[CH:23]=[C:24](O)[CH:25]=[C:26]([O:30][CH3:31])[C:27]=1[O:28][CH3:29]. (6) Given the product [Cl:1][C:2]1[CH:7]=[CH:6][CH:5]=[CH:4][C:3]=1[CH:8]1[CH2:9][C:10]2[N:11]([CH2:15][CH2:16][O:17][CH2:18][CH2:19][O:20][CH2:21][CH3:22])[CH:12]=[CH:13][C:14]=2[CH:24]2[CH:25]1[C:26](=[O:28])[NH:27][C:23]2=[O:29], predict the reactants needed to synthesize it. The reactants are: [Cl:1][C:2]1[CH:7]=[CH:6][CH:5]=[CH:4][C:3]=1[CH:8]=[CH:9][C:10]1[N:11]([CH2:15][CH2:16][O:17][CH2:18][CH2:19][O:20][CH2:21][CH3:22])[CH:12]=[CH:13][CH:14]=1.[C:23]1(=[O:29])[NH:27][C:26](=[O:28])[CH:25]=[CH:24]1. (7) Given the product [CH3:14][C:4]1[CH:5]=[CH:6][CH:7]=[C:8]([CH2:9][C:10]([F:11])([F:12])[F:13])[C:3]=1[OH:2], predict the reactants needed to synthesize it. The reactants are: C[O:2][C:3]1[C:8]([CH2:9][C:10]([F:13])([F:12])[F:11])=[CH:7][CH:6]=[CH:5][C:4]=1[CH3:14].B(Br)(Br)Br. (8) Given the product [Cl:1][C:2]1[CH:3]=[C:4]([C:13]2[C:22]3[CH:21]=[C:20]4[O:32][N:33]=[C:24]([NH2:25])[C:19]4=[CH:18][C:17]=3[N:16]=[CH:15][N:14]=2)[CH:5]=[N:6][C:7]=1[O:8][CH2:9][CH:10]([CH3:12])[CH3:11], predict the reactants needed to synthesize it. The reactants are: [Cl:1][C:2]1[CH:3]=[C:4]([C:13]2[C:22]3[C:17](=[CH:18][C:19]([C:24]#[N:25])=[C:20](F)[CH:21]=3)[N:16]=[CH:15][N:14]=2)[CH:5]=[N:6][C:7]=1[O:8][CH2:9][CH:10]([CH3:12])[CH3:11].CC([O-])(C)C.[K+].[OH:32][NH:33]C(=O)C. (9) Given the product [Cl:26][C:27]1[N:32]=[C:31]([O:33][C:34]2[CH:43]=[CH:42][C:41]([NH:44][C:10]([NH:9][C:7]3[N:6]([C:19]4[CH:20]=[CH:21][C:22]([CH3:25])=[CH:23][CH:24]=4)[N:5]=[C:4]([CH:1]([CH3:2])[CH3:3])[CH:8]=3)=[O:18])=[C:40]3[C:35]=2[CH:36]=[CH:37][CH:38]=[N:39]3)[CH:30]=[CH:29][N:28]=1, predict the reactants needed to synthesize it. The reactants are: [CH:1]([C:4]1[CH:8]=[C:7]([NH:9][C:10](=[O:18])OC2C=CC=CC=2)[N:6]([C:19]2[CH:24]=[CH:23][C:22]([CH3:25])=[CH:21][CH:20]=2)[N:5]=1)([CH3:3])[CH3:2].[Cl:26][C:27]1[N:32]=[C:31]([O:33][C:34]2[CH:43]=[CH:42][C:41]([NH2:44])=[C:40]3[C:35]=2[CH:36]=[CH:37][CH:38]=[N:39]3)[CH:30]=[CH:29][N:28]=1.C(N(CC)CC)C.